Dataset: Buchwald-Hartwig C-N cross coupling reaction yields with 55,370 reactions. Task: Predict the reaction yield, written as a fraction of the theoretical maximum amount of product (1.0 means a 100% yield; for example, 0.34 means a 34% yield). (1) The reactants are FC(F)(F)c1ccc(Cl)cc1.Cc1ccc(N)cc1.O=S(=O)(O[Pd]1c2ccccc2-c2ccccc2N~1)C(F)(F)F.CC(C)c1cc(C(C)C)c(-c2ccccc2P(C2CCCCC2)C2CCCCC2)c(C(C)C)c1.CN(C)C(=NC(C)(C)C)N(C)C.COC(=O)c1cc(-c2ccco2)on1. No catalyst specified. The product is Cc1ccc(Nc2ccc(C(F)(F)F)cc2)cc1. The yield is 0.0933. (2) The reactants are Brc1ccccn1.Cc1ccc(N)cc1.O=S(=O)(O[Pd]1c2ccccc2-c2ccccc2N~1)C(F)(F)F.CC(C)c1cc(C(C)C)c(-c2ccccc2P(C2CCCCC2)C2CCCCC2)c(C(C)C)c1.CCN=P(N=P(N(C)C)(N(C)C)N(C)C)(N(C)C)N(C)C.Cc1ccno1. No catalyst specified. The product is Cc1ccc(Nc2ccccn2)cc1. The yield is 0.200.